Dataset: Reaction yield outcomes from USPTO patents with 853,638 reactions. Task: Predict the reaction yield, written as a fraction of the theoretical maximum amount of product (1.0 means a 100% yield; for example, 0.34 means a 34% yield). (1) The reactants are P([O-])([O-])([O-])=O.[K+].[K+].[K+].Cl[C:10]1[CH:11]=[CH:12][C:13]2[N:19]3[CH2:20][C@H:16]([CH2:17][CH2:18]3)[N:15]([C:21]([NH:23][C:24]3[CH:29]=[N:28][CH:27]=[CH:26][N:25]=3)=[O:22])[C:14]=2[N:30]=1.[CH3:31][C:32]1[CH:33]=[C:34](B(O)O)[CH:35]=[N:36][C:37]=1[CH3:38].CC(C1C=C(C(C)C)C(C2C=CC=CC=2P(C2CCCCC2)C2CCCCC2)=C(C(C)C)C=1)C. The catalyst is O1CCOCC1.C1C=CC(/C=C/C(/C=C/C2C=CC=CC=2)=O)=CC=1.C1C=CC(/C=C/C(/C=C/C2C=CC=CC=2)=O)=CC=1.C1C=CC(/C=C/C(/C=C/C2C=CC=CC=2)=O)=CC=1.[Pd].[Pd].O. The product is [CH3:31][C:32]1[CH:33]=[C:34]([C:10]2[CH:11]=[CH:12][C:13]3[N:19]4[CH2:20][C@H:16]([CH2:17][CH2:18]4)[N:15]([C:21]([NH:23][C:24]4[CH:29]=[N:28][CH:27]=[CH:26][N:25]=4)=[O:22])[C:14]=3[N:30]=2)[CH:35]=[N:36][C:37]=1[CH3:38]. The yield is 0.569. (2) The reactants are [O:1]([CH2:8][CH2:9][CH2:10][CH2:11][S:12](Cl)(=[O:14])=[O:13])[C:2]1[CH:7]=[CH:6][CH:5]=[CH:4][CH:3]=1.[NH4+].[F-:17]. The catalyst is CC(C)=O. The product is [O:1]([CH2:8][CH2:9][CH2:10][CH2:11][S:12]([F:17])(=[O:14])=[O:13])[C:2]1[CH:7]=[CH:6][CH:5]=[CH:4][CH:3]=1. The yield is 0.910. (3) The reactants are [CH2:1]([O:3][C:4]([C:6]1([N:19]([C:24]2[CH:29]=[CH:28][CH:27]=[C:26]([O:30][CH3:31])[CH:25]=2)[C:20](=[O:23])[CH2:21][CH3:22])[CH2:11][CH2:10][N:9]([CH2:12][C:13]2[CH:18]=[CH:17][CH:16]=[CH:15][CH:14]=2)[CH2:8][CH2:7]1)=[O:5])[CH3:2].COC1C=C(C=CC=1)N.[C:41]([OH:48])(=[O:47])/[CH:42]=[CH:43]\[C:44]([OH:46])=[O:45]. No catalyst specified. The product is [C:41]([OH:48])(=[O:47])/[CH:42]=[CH:43]\[C:44]([OH:46])=[O:45].[CH2:1]([O:3][C:4]([C:6]1([N:19]([C:24]2[CH:29]=[CH:28][CH:27]=[C:26]([O:30][CH3:31])[CH:25]=2)[C:20](=[O:23])[CH2:21][CH3:22])[CH2:7][CH2:8][N:9]([CH2:12][C:13]2[CH:18]=[CH:17][CH:16]=[CH:15][CH:14]=2)[CH2:10][CH2:11]1)=[O:5])[CH3:2]. The yield is 0.0500. (4) The reactants are [Cl:1][C:2]1[CH:7]=[CH:6][C:5]([O:8][C:9]2[CH:14]=[CH:13][C:12]([CH2:15][CH2:16][O:17][C:18]3[NH:19][CH:20]=[C:21]([CH2:25][CH3:26])[C:22](=[O:24])[N:23]=3)=[CH:11][CH:10]=2)=[CH:4][C:3]=1[C:27]([F:30])([F:29])[F:28].[CH3:31]CN(C(C)C)C(C)C.CI. The catalyst is C(Cl)Cl. The product is [Cl:1][C:2]1[CH:7]=[CH:6][C:5]([O:8][C:9]2[CH:10]=[CH:11][C:12]([CH2:15][CH2:16][O:17][C:18]3[N:19]([CH3:31])[CH:20]=[C:21]([CH2:25][CH3:26])[C:22](=[O:24])[N:23]=3)=[CH:13][CH:14]=2)=[CH:4][C:3]=1[C:27]([F:28])([F:30])[F:29]. The yield is 0.299.